This data is from Forward reaction prediction with 1.9M reactions from USPTO patents (1976-2016). The task is: Predict the product of the given reaction. (1) Given the reactants [O:1]=[C:2]1[CH2:7][CH2:6][CH:5]([C:8]([OH:10])=O)[CH2:4][CH2:3]1.CCN(C(C)C)C(C)C.CN(C(ON1N=NC2C=CC=NC1=2)=[N+](C)C)C.F[P-](F)(F)(F)(F)F.[NH2:44][C:45]1[CH:46]=[CH:47][CH:48]=[C:49]2[C:54]=1[N:53]=[CH:52][CH:51]=[CH:50]2, predict the reaction product. The product is: [O:1]=[C:2]1[CH2:3][CH2:4][CH:5]([C:8]([NH:44][C:45]2[CH:46]=[CH:47][CH:48]=[C:49]3[C:54]=2[N:53]=[CH:52][CH:51]=[CH:50]3)=[O:10])[CH2:6][CH2:7]1. (2) Given the reactants Cl[C:2]1[CH:7]=[C:6]([C:8]2[C:12]3[C:13]([O:17][CH3:18])=[N:14][CH:15]=[CH:16][C:11]=3[N:10](C(C3C=CC=CC=3)(C3C=CC=CC=3)C3C=CC=CC=3)[N:9]=2)[CH:5]=[CH:4][N:3]=1.[CH3:38][N:39]1[CH:43]=[C:42](B2OC(C)(C)C(C)(C)O2)[CH:41]=[N:40]1, predict the reaction product. The product is: [CH3:18][O:17][C:13]1[C:12]2[C:8]([C:6]3[CH:5]=[CH:4][N:3]=[C:2]([C:42]4[CH:41]=[N:40][N:39]([CH3:38])[CH:43]=4)[CH:7]=3)=[N:9][NH:10][C:11]=2[CH:16]=[CH:15][N:14]=1.